This data is from Full USPTO retrosynthesis dataset with 1.9M reactions from patents (1976-2016). The task is: Predict the reactants needed to synthesize the given product. (1) Given the product [Br:1][C:2]1[C:7]([F:8])=[C:6]2[C:5](=[CH:4][C:3]=1[F:10])[N:9]=[CH:19][CH:14]=[CH:15]2, predict the reactants needed to synthesize it. The reactants are: [Br:1][C:2]1[C:7]([F:8])=[CH:6][C:5]([NH2:9])=[CH:4][C:3]=1[F:10].[N+]([C:14]1[CH:19]=CC=C[CH:15]=1)([O-])=O.S(=O)(=O)(O)O. (2) Given the product [Br:16][C:17]1[N:18]=[CH:19][C:20]2[C:21](=[O:23])[NH:27][N:3]=[CH:4][C:24]=2[CH:25]=1, predict the reactants needed to synthesize it. The reactants are: CC1(C)CCC[C:4](C)(C)[NH:3]1.C([Li])CCC.[Br:16][C:17]1[CH:25]=[CH:24][C:20]([C:21]([OH:23])=O)=[CH:19][N:18]=1.Cl.[NH2:27]N. (3) Given the product [NH2:8][C:3]1[C:2]([C:14]2[CH:13]=[CH:12][C:11]([C:25]3[CH:30]=[N:29][C:28]([NH2:31])=[N:27][CH:26]=3)=[C:10]([F:9])[CH:15]=2)=[CH:7][CH:6]=[CH:5][N:4]=1, predict the reactants needed to synthesize it. The reactants are: Br[C:2]1[C:3]([NH2:8])=[N:4][CH:5]=[CH:6][CH:7]=1.[F:9][C:10]1[CH:15]=[C:14](B2OC(C)(C)C(C)(C)O2)[CH:13]=[CH:12][C:11]=1[C:25]1[CH:26]=[N:27][C:28]([NH2:31])=[N:29][CH:30]=1.